Predict the product of the given reaction. From a dataset of Forward reaction prediction with 1.9M reactions from USPTO patents (1976-2016). (1) Given the reactants C(N)C[C:3]1[CH:8]=[CH:7][CH:6]=[CH:5][CH:4]=1.[Br:10][C:11]1[CH:16]=[CH:15][C:14]([C:17](Cl)=[O:18])=[CH:13][CH:12]=1.C([N:22](CC)CC)C, predict the reaction product. The product is: [C:3]1([NH:22][C:17](=[O:18])[C:14]2[CH:15]=[CH:16][C:11]([Br:10])=[CH:12][CH:13]=2)[CH:8]=[CH:7][CH:6]=[CH:5][CH:4]=1. (2) Given the reactants C1(C)C=C(C)C=C(C)C=1S([O-])(=O)=O.[NH2:14][N+:15]1[C:20]([O:21][CH3:22])=[CH:19][CH:18]=[C:17]([Br:23])[C:16]=1[NH2:24].C(N(CC)CC)C.[F:32][C:33]([F:44])([F:43])[C:34](O[C:34](=O)[C:33]([F:44])([F:43])[F:32])=O.O, predict the reaction product. The product is: [Br:23][C:17]1[C:16]2[N:15]([N:14]=[C:34]([C:33]([F:44])([F:43])[F:32])[N:24]=2)[C:20]([O:21][CH3:22])=[CH:19][CH:18]=1. (3) Given the reactants [CH2:1]([S:3](=[N:29]C#N)([CH2:5][C:6]1[CH:11]=[CH:10][CH:9]=[C:8]([NH:12][C:13]2[N:18]=[C:17]([C:19]3[CH:24]=[CH:23][C:22]([F:25])=[CH:21][C:20]=3[O:26][CH3:27])[C:16]([F:28])=[CH:15][N:14]=2)[CH:7]=1)=[O:4])[CH3:2].C(OC(C(F)(F)F)=O)(C(F)(F)F)=O.C(=O)([O-])[O-].[K+].[K+], predict the reaction product. The product is: [CH2:1]([S:3]([CH2:5][C:6]1[CH:7]=[C:8]([NH:12][C:13]2[N:18]=[C:17]([C:19]3[CH:24]=[CH:23][C:22]([F:25])=[CH:21][C:20]=3[O:26][CH3:27])[C:16]([F:28])=[CH:15][N:14]=2)[CH:9]=[CH:10][CH:11]=1)(=[NH:29])=[O:4])[CH3:2].